Task: Regression. Given a peptide amino acid sequence and an MHC pseudo amino acid sequence, predict their binding affinity value. This is MHC class I binding data.. Dataset: Peptide-MHC class I binding affinity with 185,985 pairs from IEDB/IMGT The peptide sequence is IVTDSQYAL. The MHC is HLA-B53:01 with pseudo-sequence HLA-B53:01. The binding affinity (normalized) is 0.